From a dataset of Reaction yield outcomes from USPTO patents with 853,638 reactions. Predict the reaction yield, written as a fraction of the theoretical maximum amount of product (1.0 means a 100% yield; for example, 0.34 means a 34% yield). (1) The reactants are Br[C:2]1[CH:3]=[N:4][CH:5]=[C:6](Br)[C:7]=1[C:8]([O:10][CH2:11][CH3:12])=[O:9].[CH2:14]([Zn]CC)[CH3:15].O1CCO[CH2:21][CH2:20]1. No catalyst specified. The product is [CH2:14]([C:2]1[CH:3]=[N:4][CH:5]=[C:6]([CH2:20][CH3:21])[C:7]=1[C:8]([O:10][CH2:11][CH3:12])=[O:9])[CH3:15]. The yield is 0.548. (2) The reactants are [CH:1]1([N:7]2[C:12]([OH:13])=[C:11]([C:14]([NH:16][CH2:17][C:18]([O:20]CC)=[O:19])=[O:15])[C:10](=[O:23])[NH:9][C:8]2=[O:24])[CH2:6][CH2:5][CH2:4][CH2:3][CH2:2]1.C(=O)([O-])[O-].[K+].[K+].[Cl:31][C:32]1[CH:39]=[CH:38][CH:37]=[C:36]([Cl:40])[C:33]=1[CH2:34]Br.Cl. The catalyst is CC(N(C)C)=O. The product is [CH:1]1([N:7]2[C:12]([OH:13])=[C:11]([C:14]([NH:16][CH2:17][C:18]([OH:20])=[O:19])=[O:15])[C:10](=[O:23])[N:9]([CH2:34][C:33]3[C:32]([Cl:31])=[CH:39][CH:38]=[CH:37][C:36]=3[Cl:40])[C:8]2=[O:24])[CH2:2][CH2:3][CH2:4][CH2:5][CH2:6]1. The yield is 0.320. (3) The reactants are [NH2:1][C:2]1[CH:3]=[C:4]([C:8]2[CH:15]=[CH:14][C:11]([C:12]#[N:13])=[C:10]([Cl:16])[CH:9]=2)[CH:5]=[N:6][CH:7]=1.[O:17]([CH2:24][CH2:25][S:26](Cl)(=[O:28])=[O:27])[C:18]1[CH:23]=[CH:22][CH:21]=[CH:20][CH:19]=1. The catalyst is N1C=CC=CC=1. The product is [Cl:16][C:10]1[CH:9]=[C:8]([C:4]2[CH:3]=[C:2]([NH:1][S:26]([CH2:25][CH2:24][O:17][C:18]3[CH:23]=[CH:22][CH:21]=[CH:20][CH:19]=3)(=[O:28])=[O:27])[CH:7]=[N:6][CH:5]=2)[CH:15]=[CH:14][C:11]=1[C:12]#[N:13]. The yield is 0.225.